From a dataset of Reaction yield outcomes from USPTO patents with 853,638 reactions. Predict the reaction yield, written as a fraction of the theoretical maximum amount of product (1.0 means a 100% yield; for example, 0.34 means a 34% yield). (1) The reactants are [C:1]1(B(O)O)[CH:6]=[CH:5][CH:4]=[CH:3][CH:2]=1.Br[C:11]1[CH:12]=[CH:13][C:14]([OH:21])=[C:15]([CH:20]=1)[C:16]([O:18][CH3:19])=[O:17].O.C(=O)([O-])[O-].[K+].[K+]. The catalyst is CC(C)=O.C([O-])(=O)C.[Pd+2].C([O-])(=O)C.[Pd].CCOCC. The product is [OH:21][C:14]1[CH:13]=[CH:12][C:11]([C:1]2[CH:6]=[CH:5][CH:4]=[CH:3][CH:2]=2)=[CH:20][C:15]=1[C:16]([O:18][CH3:19])=[O:17]. The yield is 0.560. (2) The reactants are [CH:1]([N:4]([CH:7]([CH3:9])[CH3:8])[CH2:5][CH3:6])(C)C.[CH3:10][N:11](C(ON1N=NC2C=CC=CC1=2)=[N+](C)C)[CH3:12].F[P-](F)(F)(F)(F)F.C(C1CCN(NC)CC1)C.[CH2:44]([O:46][C:47](=[O:59])[CH2:48][N:49]1[CH:53]=[CH:52][N:51]=[C:50]1[CH2:54][CH2:55][C:56]([OH:58])=O)[CH3:45]. The catalyst is C(Cl)(Cl)Cl. The product is [CH2:5]([N:4]([CH3:1])[CH:7]1[CH2:9][CH2:12][N:11]([C:56](=[O:58])[CH2:55][CH2:54][C:50]2[N:49]([CH2:48][C:47]([O:46][CH2:44][CH3:45])=[O:59])[CH:53]=[CH:52][N:51]=2)[CH2:10][CH2:8]1)[CH3:6]. The yield is 0.320. (3) The reactants are [CH3:1][O:2][CH2:3][CH2:4][O:5][C:6]([NH:8][NH:9][C:10]([O:12][CH2:13][CH2:14][O:15][CH3:16])=[O:11])=[O:7].Cl[O-].[Na+]. The catalyst is C1(C)C=CC=CC=1. The product is [CH3:1][O:2][CH2:3][CH2:4][O:5][C:6]([N:8]=[N:9][C:10]([O:12][CH2:13][CH2:14][O:15][CH3:16])=[O:11])=[O:7]. The yield is 0.370. (4) The reactants are [OH:1][C:2]1[C:6]([C:7]([O:9][CH2:10][CH3:11])=[O:8])=[CH:5][N:4]([C:12]2[CH:17]=[CH:16][CH:15]=[CH:14][CH:13]=2)[N:3]=1.[CH2:18](Br)[C:19]1[CH:24]=[CH:23][CH:22]=[CH:21][CH:20]=1.C(=O)([O-])[O-].[K+].[K+].CN(C)C=O. The catalyst is O. The product is [CH2:18]([O:1][C:2]1[C:6]([C:7]([O:9][CH2:10][CH3:11])=[O:8])=[CH:5][N:4]([C:12]2[CH:17]=[CH:16][CH:15]=[CH:14][CH:13]=2)[N:3]=1)[C:19]1[CH:24]=[CH:23][CH:22]=[CH:21][CH:20]=1. The yield is 0.770.